This data is from Forward reaction prediction with 1.9M reactions from USPTO patents (1976-2016). The task is: Predict the product of the given reaction. (1) Given the reactants F[C:2]1[CH:7]=C[C:5]([C:8]2[C:9]([NH2:37])=[N:10][CH:11]=[N:12][C:13]=2[N:14]2[CH2:19][CH2:18][CH:17]([C:20]3[N:21]([CH3:36])[CH:22]=[C:23]([C:25]4[CH:30]=[CH:29][C:28]([F:31])=[C:27]([C:32]([F:35])([F:34])[F:33])[CH:26]=4)[N:24]=3)[CH2:16][CH2:15]2)=[CH:4][CH:3]=1.CC1[S:43]C(B2OC(C)(C)C(C)(C)O2)=CC=1, predict the reaction product. The product is: [F:31][C:28]1[CH:29]=[CH:30][C:25]([C:23]2[N:24]=[C:20]([CH:17]3[CH2:18][CH2:19][N:14]([C:13]4[N:12]=[CH:11][N:10]=[C:9]([NH2:37])[C:8]=4[C:5]4[S:43][C:2]([CH3:7])=[CH:3][CH:4]=4)[CH2:15][CH2:16]3)[N:21]([CH3:36])[CH:22]=2)=[CH:26][C:27]=1[C:32]([F:35])([F:34])[F:33]. (2) Given the reactants [OH:1][C:2]1[CH:22]=[CH:21][C:5]([CH2:6][C@H:7]2[CH2:11][O:10][C:9]([CH3:13])([CH3:12])[N:8]2[C:14]([O:16][C:17]([CH3:20])([CH3:19])[CH3:18])=[O:15])=[CH:4][CH:3]=1.N1C(C)=CC=CC=1C.[F:31][C:32]([F:45])([F:44])[S:33](O[S:33]([C:32]([F:45])([F:44])[F:31])(=[O:35])=[O:34])(=[O:35])=[O:34], predict the reaction product. The product is: [CH3:13][C:9]1([CH3:12])[N:8]([C:14]([O:16][C:17]([CH3:20])([CH3:19])[CH3:18])=[O:15])[C@@H:7]([CH2:6][C:5]2[CH:4]=[CH:3][C:2]([O:1][S:33]([C:32]([F:45])([F:44])[F:31])(=[O:35])=[O:34])=[CH:22][CH:21]=2)[CH2:11][O:10]1. (3) The product is: [Cl:1][C:2]1[CH:3]=[C:4]([O:25][CH2:26][CH2:27][CH2:28][CH2:29][C:30]([OH:32])=[O:31])[CH:5]=[CH:6][C:7]=1[C:8]1[N:12]=[C:11]([C:13]2[CH:18]=[CH:17][C:16]([O:19][CH:20]([CH3:22])[CH3:21])=[C:15]([C:23]#[N:24])[CH:14]=2)[O:10][N:9]=1. Given the reactants [Cl:1][C:2]1[CH:3]=[C:4]([O:25][CH2:26][CH2:27][CH2:28][CH2:29][C:30]([O:32]CC)=[O:31])[CH:5]=[CH:6][C:7]=1[C:8]1[N:12]=[C:11]([C:13]2[CH:18]=[CH:17][C:16]([O:19][CH:20]([CH3:22])[CH3:21])=[C:15]([C:23]#[N:24])[CH:14]=2)[O:10][N:9]=1.[OH-].[Na+], predict the reaction product. (4) The product is: [Cl:11][C:12]1[CH:13]=[CH:14][C:15]([C:16]([C:18]2[C:22]([CH3:23])=[C:21]([CH3:24])[S:20][C:19]=2[C:25]2[C:26]([CH3:38])=[N:27][O:28][C:29]=2[C@H:30]([NH:31][S@@:32]([C:34]([CH3:35])([CH3:36])[CH3:37])=[O:33])[CH2:8][C:7]([O:6][C:2]([CH3:5])([CH3:4])[CH3:3])=[O:10])=[O:17])=[CH:39][CH:40]=1. Given the reactants [Cl-].[C:2]([O:6][C:7](=[O:10])[CH2:8][Zn+])([CH3:5])([CH3:4])[CH3:3].[Cl:11][C:12]1[CH:40]=[CH:39][C:15]([C:16]([C:18]2[C:22]([CH3:23])=[C:21]([CH3:24])[S:20][C:19]=2[C:25]2[C:26]([CH3:38])=[N:27][O:28][C:29]=2/[CH:30]=[N:31]/[S@@:32]([C:34]([CH3:37])([CH3:36])[CH3:35])=[O:33])=[O:17])=[CH:14][CH:13]=1.[NH4+].[Cl-].CCOC(C)=O, predict the reaction product. (5) Given the reactants [Cl:1][C:2]1[C:3]([NH:30][C:31]2[CH:36]=[CH:35][CH:34]=[CH:33][C:32]=2[NH:37][S:38]([CH3:41])(=[O:40])=[O:39])=[N:4][C:5]([NH:8][C:9]2[CH:14]=[CH:13][CH:12]=[C:11]([O:15][CH2:16][CH2:17][CH:18]3[CH2:22][CH2:21][CH2:20][N:19]3C(OC(C)(C)C)=O)[CH:10]=2)=[N:6][CH:7]=1.C(O)(C(F)(F)F)=O, predict the reaction product. The product is: [Cl:1][C:2]1[C:3]([NH:30][C:31]2[CH:36]=[CH:35][CH:34]=[CH:33][C:32]=2[NH:37][S:38]([CH3:41])(=[O:40])=[O:39])=[N:4][C:5]([NH:8][C:9]2[CH:14]=[CH:13][CH:12]=[C:11]([O:15][CH2:16][CH2:17][CH:18]3[CH2:22][CH2:21][CH2:20][NH:19]3)[CH:10]=2)=[N:6][CH:7]=1. (6) Given the reactants I.I.[N:3]1([C:10]2[N:14]([CH2:15][C:16]([F:19])([F:18])[F:17])[C:13]3[CH:20]=[CH:21][CH:22]=[CH:23][C:12]=3[N:11]=2)[CH2:9][CH2:8][CH2:7][NH:6][CH2:5][CH2:4]1.[CH3:24][O:25][C:26]1[CH:31]=[CH:30][C:29]([N:32]2[CH:36]=[N:35][N:34]=[N:33]2)=[CH:28][C:27]=1[C:37]([N:39]1[CH2:43][CH2:42][C@:41]([CH2:50][CH2:51]OS(C)(=O)=O)([C:44]2[CH:49]=[CH:48][CH:47]=[CH:46][CH:45]=2)[CH2:40]1)=[O:38].C(N(CC)CC)C, predict the reaction product. The product is: [CH3:24][O:25][C:26]1[CH:31]=[CH:30][C:29]([N:32]2[CH:36]=[N:35][N:34]=[N:33]2)=[CH:28][C:27]=1[C:37]([N:39]1[CH2:43][CH2:42][C@@:41]([C:44]2[CH:49]=[CH:48][CH:47]=[CH:46][CH:45]=2)([CH2:50][CH2:51][N:6]2[CH2:7][CH2:8][CH2:9][N:3]([C:10]3[N:14]([CH2:15][C:16]([F:19])([F:17])[F:18])[C:13]4[CH:20]=[CH:21][CH:22]=[CH:23][C:12]=4[N:11]=3)[CH2:4][CH2:5]2)[CH2:40]1)=[O:38]. (7) Given the reactants Br[C:2]1[CH:3]=[N:4][C:5]([O:8][CH:9]([CH3:11])[CH3:10])=[N:6][CH:7]=1.[OH:12][C:13]1[CH:18]=[CH:17][C:16]([CH2:19][CH2:20][CH:21]([NH:23][C:24](=[O:26])[CH3:25])[CH3:22])=[CH:15][CH:14]=1.C(=O)([O-])[O-].[Cs+].[Cs+], predict the reaction product. The product is: [CH:9]([O:8][C:5]1[N:4]=[CH:3][C:2]([O:12][C:13]2[CH:14]=[CH:15][C:16]([CH2:19][CH2:20][CH:21]([NH:23][C:24](=[O:26])[CH3:25])[CH3:22])=[CH:17][CH:18]=2)=[CH:7][N:6]=1)([CH3:11])[CH3:10].